This data is from Full USPTO retrosynthesis dataset with 1.9M reactions from patents (1976-2016). The task is: Predict the reactants needed to synthesize the given product. (1) Given the product [NH2:3][C@:2]([CH3:1])([CH2:8][CH2:9][C:10]1[NH:11][C:12]([C:15](=[O:26])[CH2:16][CH2:17][CH2:18][CH2:19][C:20]2[CH:21]=[CH:22][CH:23]=[CH:24][CH:25]=2)=[CH:13][CH:14]=1)[CH2:6][OH:5], predict the reactants needed to synthesize it. The reactants are: [CH3:1][C@@:2]1([CH2:8][CH2:9][C:10]2[NH:11][C:12]([C:15](=[O:26])[CH2:16][CH2:17][CH2:18][CH2:19][C:20]3[CH:25]=[CH:24][CH:23]=[CH:22][CH:21]=3)=[CH:13][CH:14]=2)[CH2:6][O:5]C(=O)[NH:3]1.O1CCCC1.[OH-].[Na+]. (2) Given the product [F:17][C:8]1([F:18])[CH2:7][O:6][C:5]2[CH:19]=[CH:20][C:2]([C:22]#[C:21][C@:23]3([OH:29])[CH2:27][CH2:26][NH:25][C:24]3=[O:28])=[CH:3][C:4]=2[N:10]2[N:11]=[C:12]([C:14]([NH2:16])=[O:15])[CH:13]=[C:9]12, predict the reactants needed to synthesize it. The reactants are: I[C:2]1[CH:20]=[CH:19][C:5]2[O:6][CH2:7][C:8]([F:18])([F:17])[C:9]3[N:10]([N:11]=[C:12]([C:14]([NH2:16])=[O:15])[CH:13]=3)[C:4]=2[CH:3]=1.[C:21]([C@:23]1([OH:29])[CH2:27][CH2:26][NH:25][C:24]1=[O:28])#[CH:22]. (3) Given the product [CH3:10][CH:9]([Si:4]([S:5][C:40]1[CH:41]=[CH:42][C:43]2[CH:52]3[CH:48]([N:49]([C:53]([O:55][C:56]([CH3:59])([CH3:58])[CH3:57])=[O:54])[CH2:50][CH2:51]3)[CH2:47][O:46][C:44]=2[CH:45]=1)([CH:1]([CH3:3])[CH3:2])[CH:6]([CH3:8])[CH3:7])[CH3:11], predict the reactants needed to synthesize it. The reactants are: [CH:1]([Si:4]([CH:9]([CH3:11])[CH3:10])([CH:6]([CH3:8])[CH3:7])[SH:5])([CH3:3])[CH3:2].C[Si](C)(C)[N-][Si](C)(C)C.[Li+].C1COCC1.C([Si](C(C)C)(C(C)C)[S-])(C)C.[Li+].I[C:40]1[CH:41]=[CH:42][C:43]2[CH:52]3[CH:48]([N:49]([C:53]([O:55][C:56]([CH3:59])([CH3:58])[CH3:57])=[O:54])[CH2:50][CH2:51]3)[CH2:47][O:46][C:44]=2[CH:45]=1. (4) Given the product [CH2:1]([O:3][C:4](=[O:35])[CH:5]([C:23]1[N:24]([C:28]2[C:33]([Br:34])=[CH:32][CH:31]=[CH:30][N:29]=2)[N:25]=[CH:26][CH:27]=1)[C:6]1[N:7]=[CH:8][N:15]2[N:16]=[C:17]([C:18]([F:19])([F:21])[F:20])[N:9]=[C:10]2[C:11]=1[CH2:12][CH2:13][CH3:14])[CH3:2], predict the reactants needed to synthesize it. The reactants are: [CH2:1]([O:3][C:4](=[O:35])[CH:5]([C:23]1[N:24]([C:28]2[C:33]([Br:34])=[CH:32][CH:31]=[CH:30][N:29]=2)[N:25]=[CH:26][CH:27]=1)[C:6]1[C:11]([CH2:12][CH2:13][CH3:14])=[C:10]([NH:15][NH:16][C:17](=O)[C:18]([F:21])([F:20])[F:19])[N:9]=[CH:8][N:7]=1)[CH3:2]. (5) Given the product [F:42][C:43]([F:48])([F:47])[C:44]([OH:46])=[O:45].[CH:1]([C:4]1[S:5][CH:6]=[C:7]([C:9]([N:11]2[CH2:16][C:15]3([CH2:17][CH2:18][N:19]([CH2:22][CH2:23][C:24]4[CH:25]=[C:26]([CH:39]=[CH:40][CH:41]=4)[CH2:27][CH2:28][O:29][CH2:30][CH2:31][C:32]([OH:34])=[O:33])[CH2:20][CH2:21]3)[O:14][CH2:13][CH2:12]2)=[O:10])[N:8]=1)([CH3:3])[CH3:2], predict the reactants needed to synthesize it. The reactants are: [CH:1]([C:4]1[S:5][CH:6]=[C:7]([C:9]([N:11]2[CH2:16][C:15]3([CH2:21][CH2:20][N:19]([CH2:22][CH2:23][C:24]4[CH:25]=[C:26]([CH:39]=[CH:40][CH:41]=4)[CH2:27][CH2:28][O:29][CH2:30][CH2:31][C:32]([O:34]C(C)(C)C)=[O:33])[CH2:18][CH2:17]3)[O:14][CH2:13][CH2:12]2)=[O:10])[N:8]=1)([CH3:3])[CH3:2].[F:42][C:43]([F:48])([F:47])[C:44]([OH:46])=[O:45]. (6) Given the product [ClH:1].[NH2:27][CH2:26][C:25]1[CH:34]=[CH:35][C:36]([F:37])=[C:23]([CH:20]2[CH2:21][CH2:22][N:17]([C:15]([C:7]3[C:6]4[C:10](=[C:2]([Cl:1])[CH:3]=[CH:4][C:5]=4[O:38][C:39]([F:42])([F:40])[F:41])[N:9]([CH2:11][CH2:12][O:13][CH3:14])[CH:8]=3)=[O:16])[CH2:18][CH2:19]2)[CH:24]=1, predict the reactants needed to synthesize it. The reactants are: [Cl:1][C:2]1[CH:3]=[CH:4][C:5]([O:38][C:39]([F:42])([F:41])[F:40])=[C:6]2[C:10]=1[N:9]([CH2:11][CH2:12][O:13][CH3:14])[CH:8]=[C:7]2[C:15]([N:17]1[CH2:22][CH2:21][CH:20]([C:23]2[CH:24]=[C:25]([CH:34]=[CH:35][C:36]=2[F:37])[CH2:26][NH:27]C(=O)C(F)(F)F)[CH2:19][CH2:18]1)=[O:16].C([O-])([O-])=O.[K+].[K+].